From a dataset of Catalyst prediction with 721,799 reactions and 888 catalyst types from USPTO. Predict which catalyst facilitates the given reaction. (1) Reactant: [Cl:1][C:2]1[CH:3]=[C:4]([OH:14])[CH:5]=[C:6]([Cl:13])[C:7]=1[O:8][CH2:9][CH:10](O)[CH3:11].[Cl:15][C:16]([Cl:21])(Cl)[CH2:17][CH2:18]Cl.C(=O)([O-])[O-:23].[K+].[K+]. Product: [Cl:15][C:16]([Cl:21])=[CH:17][CH2:18][O:14][C:4]1[CH:5]=[C:6]([Cl:13])[C:7]([O:8][CH2:9][CH2:10][CH2:11][OH:23])=[C:2]([Cl:1])[CH:3]=1. The catalyst class is: 3. (2) Reactant: [C:1]1([C:7]2[C:15]3[C:10](=[CH:11][C:12]([C:16]([O:18][CH3:19])=[O:17])=[CH:13][CH:14]=3)[N:9](C(OC(C)(C)C)=O)[CH:8]=2)[CH:6]=[CH:5][CH:4]=[CH:3][CH:2]=1.[C:27]([OH:33])([C:29]([F:32])([F:31])[F:30])=[O:28]. Product: [OH:33][C:27]([C:29]([F:32])([F:31])[F:30])=[O:28].[C:1]1([C:7]2[C:15]3[C:10](=[CH:11][C:12]([C:16]([O:18][CH3:19])=[O:17])=[CH:13][CH:14]=3)[NH:9][CH:8]=2)[CH:2]=[CH:3][CH:4]=[CH:5][CH:6]=1. The catalyst class is: 2.